Dataset: Full USPTO retrosynthesis dataset with 1.9M reactions from patents (1976-2016). Task: Predict the reactants needed to synthesize the given product. (1) Given the product [Br:1][C:2]1[CH:33]=[CH:32][C:31]([O:34][CH3:35])=[CH:30][C:3]=1[NH:4][C:5]1[C:14]2[C:9](=[CH:10][CH:11]=[CH:12][C:13]=2[O:15][CH2:16][CH:17]2[CH2:22][CH2:21][N:20]([CH3:23])[CH2:19][CH2:18]2)[N:8]=[CH:7][N:6]=1, predict the reactants needed to synthesize it. The reactants are: [Br:1][C:2]1[CH:33]=[CH:32][C:31]([O:34][CH3:35])=[CH:30][C:3]=1[NH:4][C:5]1[C:14]2[C:9](=[CH:10][CH:11]=[CH:12][C:13]=2[O:15][CH2:16][CH:17]2[CH2:22][CH2:21][N:20]([C:23](OC(C)(C)C)=O)[CH2:19][CH2:18]2)[N:8]=[CH:7][N:6]=1.C=O. (2) Given the product [CH3:42][C:28]1[N:11]2[C:10]3[CH:9]=[C:8]([C:6]([OH:5])=[O:7])[N:16]([S:17]([C:20]4[CH:21]=[CH:22][CH:23]=[CH:24][CH:25]=4)(=[O:19])=[O:18])[C:15]=3[CH:14]=[CH:13][C:12]2=[N:26][N:27]=1, predict the reactants needed to synthesize it. The reactants are: C([O:5][C:6]([C:8]1[N:16]([S:17]([C:20]2[CH:25]=[CH:24][CH:23]=[CH:22][CH:21]=2)(=[O:19])=[O:18])[C:15]2[C:10](=[N:11][C:12]([N:26](C(OC(C)(C)C)=O)[NH:27][C:28](OC(C)(C)C)=O)=[CH:13][CH:14]=2)[CH:9]=1)=[O:7])(C)(C)C.[CH3:42]C(O)=O. (3) Given the product [CH:1]1([NH:4][C:5]([C:7]2[N:8]=[N:9][N:10]([C:21]3[CH:22]=[CH:23][C:24]([C:27]([NH:29][CH2:30][CH3:31])=[O:28])=[CH:25][CH:26]=3)[C:11]=2[CH2:12][S:13]([C:15]2[CH:20]=[CH:19][CH:18]=[CH:17][CH:16]=2)(=[O:40])=[O:14])=[O:6])[CH2:2][CH2:3]1, predict the reactants needed to synthesize it. The reactants are: [CH:1]1([NH:4][C:5]([C:7]2[N:8]=[N:9][N:10]([C:21]3[CH:26]=[CH:25][C:24]([C:27]([NH:29][CH2:30][CH3:31])=[O:28])=[CH:23][CH:22]=3)[C:11]=2[CH2:12][S:13]([C:15]2[CH:20]=[CH:19][CH:18]=[CH:17][CH:16]=2)=[O:14])=[O:6])[CH2:3][CH2:2]1.ClC1C=CC=C(C(OO)=[O:40])C=1. (4) Given the product [N+:29]([C:24]1[CH:25]=[C:26]([O:27][CH3:28])[C:18]([NH:17][C:14](=[O:16])[CH3:15])=[CH:19][C:20]=1[C:21]([OH:23])=[O:22])([O-:31])=[O:30], predict the reactants needed to synthesize it. The reactants are: NC1C=C(C=CC=1OC)C(O)=O.Cl.[C:14]([NH:17][C:18]1[CH:19]=[C:20]([CH:24]=[CH:25][C:26]=1[O:27][CH3:28])[C:21]([OH:23])=[O:22])(=[O:16])[CH3:15].[N+:29]([O-])([OH:31])=[O:30].